This data is from Reaction yield outcomes from USPTO patents with 853,638 reactions. The task is: Predict the reaction yield, written as a fraction of the theoretical maximum amount of product (1.0 means a 100% yield; for example, 0.34 means a 34% yield). (1) The reactants are [CH3:1][C:2]([CH3:28])([CH3:27])[CH2:3][N:4]([CH3:26])[C:5]1[N:10]=[CH:9][N:8]=[C:7]([NH:11][C:12]2[CH:13]=[C:14]([CH:19]=[CH:20][C:21]=2[CH3:22])[C:15]([NH:17][CH3:18])=[O:16])[C:6]=1[N+:23]([O-])=O.[H][H]. The catalyst is [Pd]. The product is [NH2:23][C:6]1[C:7]([NH:11][C:12]2[CH:13]=[C:14]([CH:19]=[CH:20][C:21]=2[CH3:22])[C:15]([NH:17][CH3:18])=[O:16])=[N:8][CH:9]=[N:10][C:5]=1[N:4]([CH2:3][C:2]([CH3:28])([CH3:27])[CH3:1])[CH3:26]. The yield is 0.840. (2) The reactants are [NH2:1][C:2]1[C:3]([Br:13])=[C:4]([CH:9]=[C:10]([F:12])[CH:11]=1)[C:5]([O:7][CH3:8])=[O:6].C([O-])([O-])=O.[K+].[K+].[F:20][C:21]([F:32])([F:31])[C:22](O[C:22](=[O:23])[C:21]([F:32])([F:31])[F:20])=[O:23]. The catalyst is C(Cl)Cl. The product is [Br:13][C:3]1[C:2]([NH:1][C:22](=[O:23])[C:21]([F:32])([F:31])[F:20])=[CH:11][C:10]([F:12])=[CH:9][C:4]=1[C:5]([O:7][CH3:8])=[O:6]. The yield is 0.980. (3) The reactants are Cl[C:2]1[CH:7]=[C:6]([C:8]([F:11])([F:10])[F:9])[N:5]=[C:4]([C:12]2[CH:13]=[N:14][CH:15]=[CH:16][CH:17]=2)[N:3]=1.[CH3:18][C:19]1[CH:25]=[CH:24][C:23]([N+:26]([O-:28])=[O:27])=[CH:22][C:20]=1[NH2:21].Cl.[OH-].[Na+]. The catalyst is O.C(O)C. The product is [CH3:18][C:19]1[CH:25]=[CH:24][C:23]([N+:26]([O-:28])=[O:27])=[CH:22][C:20]=1[NH:21][C:2]1[CH:7]=[C:6]([C:8]([F:11])([F:10])[F:9])[N:5]=[C:4]([C:12]2[CH:13]=[N:14][CH:15]=[CH:16][CH:17]=2)[N:3]=1. The yield is 0.190.